Dataset: Full USPTO retrosynthesis dataset with 1.9M reactions from patents (1976-2016). Task: Predict the reactants needed to synthesize the given product. (1) Given the product [C:35]([CH2:34][CH2:33][C:10]1[C:11]([CH2:15][CH2:16][CH2:17][CH2:18][CH2:19][CH2:20][O:21][C:22]2[CH:23]=[C:24]([C:46]3[S:47][CH:48]=[CH:49][N:50]=3)[CH:25]=[C:26]([S:28]([CH3:31])(=[O:30])=[O:29])[CH:27]=2)=[CH:12][CH:13]=[CH:14][C:9]=1[O:8][CH2:7][CH2:6][CH2:5][C:4]([OH:3])=[O:40])([OH:37])=[O:36], predict the reactants needed to synthesize it. The reactants are: C([O:3][C:4](=[O:40])[CH2:5][CH2:6][CH2:7][O:8][C:9]1[CH:14]=[CH:13][CH:12]=[C:11]([CH2:15][CH2:16][CH2:17][CH2:18][CH2:19][CH2:20][O:21][C:22]2[CH:27]=[C:26]([S:28]([CH3:31])(=[O:30])=[O:29])[CH:25]=[C:24](I)[CH:23]=2)[C:10]=1[CH2:33][CH2:34][C:35]([O:37]CC)=[O:36])C.C([Sn](CCCC)(CCCC)[C:46]1[S:47][CH:48]=[CH:49][N:50]=1)CCC.[OH-].[Na+]. (2) Given the product [NH:11]1[C:12]2[CH:17]=[CH:16][N:15]=[C:14]([NH2:18])[C:13]=2[N:19]=[CH:10]1, predict the reactants needed to synthesize it. The reactants are: ClC1C=C(S[C:10]2[NH:11][C:12]3[CH:17]=[CH:16][N:15]=[C:14]([NH2:18])[C:13]=3[N:19]=2)C=C(Cl)C=1.C([O-])([O-])=O.[Cs+].[Cs+].BrCCCBr. (3) Given the product [CH:18]1([N:21]2[C:25]([O:14][CH:12]([C:9]3[N:10]=[N:11][N:7]([C:3]4[CH:2]=[C:1]([CH3:15])[CH:6]=[CH:5][CH:4]=4)[N:8]=3)[CH3:13])=[N:24][N:23]=[C:22]2[C:30]2[CH:31]=[CH:32][N:33]=[CH:34][CH:35]=2)[CH2:20][CH2:19]1, predict the reactants needed to synthesize it. The reactants are: [C:1]1([CH3:15])[CH:6]=[CH:5][CH:4]=[C:3]([N:7]2[N:11]=[N:10][C:9]([CH:12]([OH:14])[CH3:13])=[N:8]2)[CH:2]=1.[H-].[Na+].[CH:18]1([N:21]2[C:25](S(C)(=O)=O)=[N:24][N:23]=[C:22]2[C:30]2[CH:35]=[CH:34][N:33]=[CH:32][CH:31]=2)[CH2:20][CH2:19]1. (4) Given the product [C:1]([O:5][C:6]([N:8]1[CH2:12][CH2:11][CH2:10][CH:9]1[C:13]1[NH:14][C:15]([C:18]2[CH:19]=[CH:20][C:21]([C:44]3[C:45]4[C:40](=[C:39]([O:38][S:35]([C:34]([F:58])([F:33])[F:57])(=[O:36])=[O:37])[CH:48]=[CH:47][CH:46]=4)[CH:41]=[CH:42][CH:43]=3)=[CH:22][CH:23]=2)=[CH:16][N:17]=1)=[O:7])([CH3:4])([CH3:2])[CH3:3], predict the reactants needed to synthesize it. The reactants are: [C:1]([O:5][C:6]([N:8]1[CH2:12][CH2:11][CH2:10][CH:9]1[C:13]1[NH:14][C:15]([C:18]2[CH:23]=[CH:22][C:21](B3OC(C)(C)C(C)(C)O3)=[CH:20][CH:19]=2)=[CH:16][N:17]=1)=[O:7])([CH3:4])([CH3:3])[CH3:2].[F:33][C:34]([F:58])([F:57])[S:35]([O:38][C:39]1[CH:48]=[CH:47][CH:46]=[C:45]2[C:40]=1[CH:41]=[CH:42][CH:43]=[C:44]2OS(C(F)(F)F)(=O)=O)(=[O:37])=[O:36].C(=O)([O-])[O-].[K+].[K+]. (5) Given the product [F:1][C:2]1[CH:3]=[CH:4][C:5]([NH:8][C:9]2[N:13]3[CH2:14][CH2:15][NH:16][CH2:17][C:12]3=[N:11][C:10]=2[C:18]2[CH:23]=[CH:22][C:21]([F:24])=[CH:20][CH:19]=2)=[CH:6][CH:7]=1, predict the reactants needed to synthesize it. The reactants are: [F:1][C:2]1[CH:7]=[CH:6][C:5]([NH:8][C:9]2[N:13]3[CH:14]=[CH:15][N:16]=[CH:17][C:12]3=[N:11][C:10]=2[C:18]2[CH:23]=[CH:22][C:21]([F:24])=[CH:20][CH:19]=2)=[CH:4][CH:3]=1. (6) Given the product [Cl:28][C:25]1[CH:24]=[CH:23][C:22]([CH:21]([C:29]2[CH:30]=[CH:31][C:32]([Cl:35])=[CH:33][CH:34]=2)[N:19]2[CH2:18][CH:17]([N:12]([S:13]([CH3:16])(=[O:14])=[O:15])[C:7]3[CH:6]=[C:5]([CH:10]=[C:9]([F:11])[CH:8]=3)[C:4]([OH:36])=[O:3])[CH2:20]2)=[CH:27][CH:26]=1, predict the reactants needed to synthesize it. The reactants are: C([O:3][C:4](=[O:36])[C:5]1[CH:10]=[C:9]([F:11])[CH:8]=[C:7]([N:12]([CH:17]2[CH2:20][N:19]([CH:21]([C:29]3[CH:34]=[CH:33][C:32]([Cl:35])=[CH:31][CH:30]=3)[C:22]3[CH:27]=[CH:26][C:25]([Cl:28])=[CH:24][CH:23]=3)[CH2:18]2)[S:13]([CH3:16])(=[O:15])=[O:14])[CH:6]=1)C.O1CCCC1.[OH-].[Li+].P([O-])([O-])(O)=O.[Na+].[Na+].